From a dataset of Reaction yield outcomes from USPTO patents with 853,638 reactions. Predict the reaction yield, written as a fraction of the theoretical maximum amount of product (1.0 means a 100% yield; for example, 0.34 means a 34% yield). The reactants are [Cl:1][C:2]1[CH:3]=[C:4]([C:12]2[S:13][C:14]([C:17]3[CH:34]=[CH:33][C:20]4[CH2:21][CH2:22][N:23](C(OC(C)(C)C)=O)[CH2:24][CH2:25][C:19]=4[CH:18]=3)=[CH:15][N:16]=2)[CH:5]=[CH:6][C:7]=1[O:8][CH:9]([CH3:11])[CH3:10].Cl. The catalyst is O1CCOCC1.CCOCC. The product is [ClH:1].[Cl:1][C:2]1[CH:3]=[C:4]([C:12]2[S:13][C:14]([C:17]3[CH:34]=[CH:33][C:20]4[CH2:21][CH2:22][NH:23][CH2:24][CH2:25][C:19]=4[CH:18]=3)=[CH:15][N:16]=2)[CH:5]=[CH:6][C:7]=1[O:8][CH:9]([CH3:11])[CH3:10]. The yield is 0.170.